This data is from Catalyst prediction with 721,799 reactions and 888 catalyst types from USPTO. The task is: Predict which catalyst facilitates the given reaction. (1) Reactant: [NH2:1][C:2]1[N:3]=[CH:4][C:5]([CH2:9][CH:10]([OH:12])[CH3:11])=[N:6][C:7]=1Br.[CH2:13]([NH:20][C:21]([C:23]1[CH:28]=[CH:27][C:26](B(O)O)=[CH:25][C:24]=1[F:32])=[O:22])[C:14]1[CH:19]=[CH:18][CH:17]=[CH:16][CH:15]=1.C([O-])([O-])=O.[Na+].[Na+]. Product: [NH2:1][C:2]1[C:7]([C:26]2[CH:27]=[CH:28][C:23]([C:21]([NH:20][CH2:13][C:14]3[CH:15]=[CH:16][CH:17]=[CH:18][CH:19]=3)=[O:22])=[C:24]([F:32])[CH:25]=2)=[N:6][C:5]([CH2:9][CH:10]([OH:12])[CH3:11])=[CH:4][N:3]=1. The catalyst class is: 57. (2) Reactant: Cl[C:2]1[N:11]=[C:10]2[C:5]([C:6](=[O:18])[C:7]([C:15]([OH:17])=[O:16])=[CH:8][N:9]2[CH:12]2[CH2:14][CH2:13]2)=[CH:4][C:3]=1[F:19].[CH2:20]([O:27][C:28](=[O:60])[CH2:29][CH2:30][C:31]([O:33][C:34]1([CH2:40][O:41][C:42]2[CH:47]=[CH:46][C:45]([N:48]3[CH2:52][C@H:51]([CH2:53][NH:54][C:55](=[O:57])[CH3:56])[O:50][C:49]3=[O:58])=[CH:44][C:43]=2[F:59])[CH2:39][CH2:38][NH:37][CH2:36][CH2:35]1)=[O:32])[C:21]1[CH:26]=[CH:25][CH:24]=[CH:23][CH:22]=1.C(N(CC)CC)C.C[Si](C)(C)Cl. Product: [CH2:20]([O:27][C:28](=[O:60])[CH2:29][CH2:30][C:31]([O:33][C:34]1([CH2:40][O:41][C:42]2[CH:47]=[CH:46][C:45]([N:48]3[CH2:52][C@H:51]([CH2:53][NH:54][C:55](=[O:57])[CH3:56])[O:50][C:49]3=[O:58])=[CH:44][C:43]=2[F:59])[CH2:39][CH2:38][N:37]([C:2]2[C:3]([F:19])=[CH:4][C:5]3[C:6](=[O:18])[C:7]([C:15]([OH:17])=[O:16])=[CH:8][N:9]([CH:12]4[CH2:14][CH2:13]4)[C:10]=3[N:11]=2)[CH2:36][CH2:35]1)=[O:32])[C:21]1[CH:22]=[CH:23][CH:24]=[CH:25][CH:26]=1. The catalyst class is: 60. (3) Reactant: [Br:1][C:2]1[CH:3]=[C:4]([CH:7]=[CH:8][C:9]=1[F:10])[C:5]#[N:6].C(=O)(O)[O-].[Na+].Cl.[NH2:17][OH:18]. Product: [Br:1][C:2]1[CH:3]=[C:4]([C:5](=[NH:6])[NH:17][OH:18])[CH:7]=[CH:8][C:9]=1[F:10]. The catalyst class is: 8. (4) Reactant: [Cl:1][C:2]1[N:3]=[C:4](Cl)[C:5]2[CH:10]=[CH:9][S:8][C:6]=2[N:7]=1.C(O)(C(F)(F)F)=O.[CH3:19][C:20]1[CH:26]=[C:25]([CH3:27])[CH:24]=[C:23]([CH3:28])[C:21]=1[NH2:22]. Product: [Cl:1][C:2]1[N:3]=[C:4]([NH:22][C:21]2[C:23]([CH3:28])=[CH:24][C:25]([CH3:27])=[CH:26][C:20]=2[CH3:19])[C:5]2[CH:10]=[CH:9][S:8][C:6]=2[N:7]=1. The catalyst class is: 2. (5) The catalyst class is: 3. Product: [Cl:1][C:2]1[C:7]([N+:8]([O-:10])=[O:9])=[C:6]([CH2:21][CH:22]([CH3:24])[CH3:23])[C:5]([CH3:12])=[C:4]([CH3:13])[N:3]=1. Reactant: [Cl:1][C:2]1[C:7]([N+:8]([O-:10])=[O:9])=[C:6](Cl)[C:5]([CH3:12])=[C:4]([CH3:13])[N:3]=1.C(N(CC)CC)C.[CH2:21](N)[CH:22]([CH3:24])[CH3:23].O. (6) Reactant: [CH3:1][O:2][CH2:3][O:4][C@H:5]1[CH2:22][CH2:21][C@@:20]2([CH3:23])[CH:7]([CH2:8][CH2:9][C@@H:10]3[C@@H:19]2[CH2:18][CH2:17][C@@:15]2([CH3:16])[C@H:11]3[CH2:12][CH2:13][C:14]2=[CH2:24])[CH2:6]1.B1C2CCCC1CCC2.[OH:34]O.[OH-].[Na+]. Product: [CH3:1][O:2][CH2:3][O:4][C@H:5]1[CH2:22][CH2:21][C@@:20]2([CH3:23])[C:7](=[CH:8][CH2:9][C@@H:10]3[C@@H:19]2[CH2:18][CH2:17][C@@:15]2([CH3:16])[C@H:11]3[CH2:12][CH2:13][C@@H:14]2[CH2:24][OH:34])[CH2:6]1. The catalyst class is: 20. (7) Reactant: [CH3:1][N:2]([CH3:27])[CH2:3][CH2:4][NH:5][C:6]([C:8]1[C:21]2[C:12](=[N:13][C:14]3[C:19]([N:20]=2)=[C:18]2[CH:22]=[CH:23][CH:24]=[C:25]([NH2:26])[C:17]2=[CH:16][CH:15]=3)[CH:11]=[CH:10][CH:9]=1)=[O:7].N1C=CC=CC=1.[C:34](Cl)(=[O:36])[CH3:35]. Product: [CH3:1][N:2]([CH3:27])[CH2:3][CH2:4][NH:5][C:6]([C:8]1[C:21]2[C:12](=[N:13][C:14]3[C:19]([N:20]=2)=[C:18]2[CH:22]=[CH:23][CH:24]=[C:25]([NH:26][C:34](=[O:36])[CH3:35])[C:17]2=[CH:16][CH:15]=3)[CH:11]=[CH:10][CH:9]=1)=[O:7]. The catalyst class is: 7. (8) Reactant: [OH:1][C:2]1[CH:9]=[CH:8][C:5]([CH2:6][NH2:7])=[CH:4][CH:3]=1.[O:10](C(OC(C)(C)C)=O)[C:11]([O:13][C:14]([CH3:17])([CH3:16])[CH3:15])=O.C(N(CC)CC)C.O. Product: [OH:1][C:2]1[CH:9]=[CH:8][C:5]([CH2:6][NH:7][C:11](=[O:10])[O:13][C:14]([CH3:17])([CH3:16])[CH3:15])=[CH:4][CH:3]=1. The catalyst class is: 476.